This data is from NCI-60 drug combinations with 297,098 pairs across 59 cell lines. The task is: Regression. Given two drug SMILES strings and cell line genomic features, predict the synergy score measuring deviation from expected non-interaction effect. Drug 1: CC1=CC2C(CCC3(C2CCC3(C(=O)C)OC(=O)C)C)C4(C1=CC(=O)CC4)C. Drug 2: C1=CC=C(C=C1)NC(=O)CCCCCCC(=O)NO. Cell line: U251. Synergy scores: CSS=0.500, Synergy_ZIP=-5.92, Synergy_Bliss=-11.1, Synergy_Loewe=-11.2, Synergy_HSA=-11.2.